This data is from Reaction yield outcomes from USPTO patents with 853,638 reactions. The task is: Predict the reaction yield, written as a fraction of the theoretical maximum amount of product (1.0 means a 100% yield; for example, 0.34 means a 34% yield). The reactants are [N:1]([C:4]1[CH:16]=[CH:15][C:7]([C:8]([NH:10][CH2:11][CH2:12][CH2:13][CH3:14])=[O:9])=[CH:6][CH:5]=1)=[N+:2]=[N-:3].O=[C:18]([CH2:25][CH2:26][CH3:27])[CH2:19][C:20]([O:22]CC)=[O:21].[O-]CC.[Na+].O. The catalyst is C(O)C. The product is [CH2:11]([NH:10][C:8]([C:7]1[CH:6]=[CH:5][C:4]([N:1]2[C:18]([CH2:25][CH2:26][CH3:27])=[C:19]([C:20]([OH:22])=[O:21])[N:3]=[N:2]2)=[CH:16][CH:15]=1)=[O:9])[CH2:12][CH2:13][CH3:14]. The yield is 0.971.